From a dataset of Full USPTO retrosynthesis dataset with 1.9M reactions from patents (1976-2016). Predict the reactants needed to synthesize the given product. (1) Given the product [C:15]([C:19]1[C:27]2[C:22](=[CH:23][C:24]([NH:28][C:12]([C:8]3[C:9](=[O:11])[C:10]4[C:2]([CH3:1])=[N:3][S:4][C:5]=4[NH:6][CH:7]=3)=[O:14])=[CH:25][CH:26]=2)[NH:21][CH:20]=1)([CH3:18])([CH3:16])[CH3:17], predict the reactants needed to synthesize it. The reactants are: [CH3:1][C:2]1[C:10]2[C:9](=[O:11])[C:8]([C:12]([OH:14])=O)=[CH:7][NH:6][C:5]=2[S:4][N:3]=1.[C:15]([C:19]1[C:27]2[C:22](=[CH:23][C:24]([NH2:28])=[CH:25][CH:26]=2)[NH:21][CH:20]=1)([CH3:18])([CH3:17])[CH3:16].N1C=CC=CC=1. (2) Given the product [CH2:19]([O:1][C:2]1[CH:7]=[CH:6][C:5]([O:8][CH3:9])=[C:4]([O:10][CH3:11])[CH:3]=1)[C:20]#[C:21][CH3:22], predict the reactants needed to synthesize it. The reactants are: [OH:1][C:2]1[CH:7]=[CH:6][C:5]([O:8][CH3:9])=[C:4]([O:10][CH3:11])[CH:3]=1.C(=O)([O-])[O-].[K+].[K+].Br[CH2:19][C:20]#[C:21][CH3:22]. (3) The reactants are: [C:1](Cl)(=[O:8])[C:2]1[CH:7]=[CH:6][CH:5]=[CH:4][CH:3]=1.[CH3:10][C:11]1[CH:25]=[CH:24][C:14]([C:15]([N:17]2[CH2:22][CH2:21][CH2:20][C@@H:19]([NH2:23])[CH2:18]2)=[O:16])=[CH:13][CH:12]=1.[OH-].[Na+].[Cl-].[Na+]. Given the product [CH3:10][C:11]1[CH:12]=[CH:13][C:14]([C:15]([N:17]2[CH2:22][CH2:21][CH2:20][C@@H:19]([NH:23][C:1](=[O:8])[C:2]3[CH:7]=[CH:6][CH:5]=[CH:4][CH:3]=3)[CH2:18]2)=[O:16])=[CH:24][CH:25]=1, predict the reactants needed to synthesize it. (4) Given the product [F:36][C:33]1[CH:34]=[CH:35][C:30]([N:41]2[CH2:40][CH2:39][N:38]([C:44]([O:46][C:47]([CH3:50])([CH3:49])[CH3:48])=[O:45])[CH2:43][CH2:42]2)=[C:31]([CH3:37])[CH:32]=1, predict the reactants needed to synthesize it. The reactants are: CC1C=CC=CC=1P(C1C=CC=CC=1C)C1C=CC=CC=1C.CC(C)([O-])C.[Na+].Br[C:30]1[CH:35]=[CH:34][C:33]([F:36])=[CH:32][C:31]=1[CH3:37].[N:38]1([C:44]([O:46][C:47]([CH3:50])([CH3:49])[CH3:48])=[O:45])[CH2:43][CH2:42][NH:41][CH2:40][CH2:39]1. (5) Given the product [N+:1]([C:4]1[CH:5]=[CH:6][C:7]([C:10]2[CH:14]=[C:13]([C:15]([OH:17])=[O:16])[O:12][N:11]=2)=[CH:8][CH:9]=1)([O-:3])=[O:2], predict the reactants needed to synthesize it. The reactants are: [N+:1]([C:4]1[CH:9]=[CH:8][C:7]([C:10]2[CH:14]=[C:13]([C:15]([O:17]CC)=[O:16])[O:12][N:11]=2)=[CH:6][CH:5]=1)([O-:3])=[O:2].[OH-].[Na+].Cl. (6) Given the product [F:48][C:42]([F:49])([C:10]1([OH:40])[C@H:9]([O:8][CH2:1][C:2]2[CH:7]=[CH:6][CH:5]=[CH:4][CH:3]=2)[C@@H:14]([O:15][CH2:16][C:17]2[CH:22]=[CH:21][CH:20]=[CH:19][CH:18]=2)[C@H:13]([O:23][CH2:24][C:25]2[CH:26]=[CH:27][CH:28]=[CH:29][CH:30]=2)[C@@H:12]([CH2:31][O:32][CH2:33][C:34]2[CH:35]=[CH:36][CH:37]=[CH:38][CH:39]=2)[O:11]1)[C:43]([O:45][CH2:46][CH3:47])=[O:44], predict the reactants needed to synthesize it. The reactants are: [CH2:1]([O:8][C@@H:9]1[C@@H:14]([O:15][CH2:16][C:17]2[CH:22]=[CH:21][CH:20]=[CH:19][CH:18]=2)[C@H:13]([O:23][CH2:24][C:25]2[CH:30]=[CH:29][CH:28]=[CH:27][CH:26]=2)[C@@H:12]([CH2:31][O:32][CH2:33][C:34]2[CH:39]=[CH:38][CH:37]=[CH:36][CH:35]=2)[O:11][C:10]1=[O:40])[C:2]1[CH:7]=[CH:6][CH:5]=[CH:4][CH:3]=1.Br[C:42]([F:49])([F:48])[C:43]([O:45][CH2:46][CH3:47])=[O:44]. (7) Given the product [CH:1]1([C:4](=[N:35][O:33][CH3:34])[C:6]2[C:14]3[N:13]=[C:12]([NH:15][C:16]([NH:18][CH2:19][CH3:20])=[O:17])[NH:11][C:10]=3[CH:9]=[C:8]([C:21]3[CH:22]=[N:23][CH:24]=[CH:25][CH:26]=3)[CH:7]=2)[CH2:3][CH2:2]1, predict the reactants needed to synthesize it. The reactants are: [CH:1]1([C:4]([C:6]2[C:14]3[N:13]=[C:12]([NH:15][C:16]([NH:18][CH2:19][CH3:20])=[O:17])[NH:11][C:10]=3[CH:9]=[C:8]([C:21]3[CH:22]=[N:23][CH:24]=[CH:25][CH:26]=3)[CH:7]=2)=O)[CH2:3][CH2:2]1.C([O-])(=O)C.[K+].Cl.[O:33]([NH2:35])[CH3:34]. (8) Given the product [C:1]([O:5][C:6]([N:8]([CH3:34])[C@@H:9]([CH3:33])[C:10]([NH:12][C@@H:13]([CH:30]([CH3:31])[CH3:32])[C:14]([N:16]1[C:20]2=[N:21][CH:22]=[CH:23][CH:24]=[C:19]2[CH2:18][C@H:17]1[C:25]([OH:27])=[O:26])=[O:15])=[O:11])=[O:7])([CH3:4])([CH3:3])[CH3:2], predict the reactants needed to synthesize it. The reactants are: [C:1]([O:5][C:6]([N:8]([CH3:34])[C@@H:9]([CH3:33])[C:10]([NH:12][C@@H:13]([CH:30]([CH3:32])[CH3:31])[C:14]([N:16]1[C:20]2=[N:21][CH:22]=[CH:23][CH:24]=[C:19]2[CH2:18][C@H:17]1[C:25]([O:27]CC)=[O:26])=[O:15])=[O:11])=[O:7])([CH3:4])([CH3:3])[CH3:2].O.[OH-].[Li+].